From a dataset of Reaction yield outcomes from USPTO patents with 853,638 reactions. Predict the reaction yield, written as a fraction of the theoretical maximum amount of product (1.0 means a 100% yield; for example, 0.34 means a 34% yield). (1) The reactants are [CH2:1]([N:8]1[CH:12]=[C:11]([CH3:13])[C:10]([CH2:14][OH:15])=[N:9]1)[C:2]1[CH:7]=[CH:6][CH:5]=[CH:4][CH:3]=1.[H-].[Na+].I[CH3:19]. The catalyst is C1COCC1. The product is [CH2:1]([N:8]1[CH:12]=[C:11]([CH3:13])[C:10]([CH2:14][O:15][CH3:19])=[N:9]1)[C:2]1[CH:3]=[CH:4][CH:5]=[CH:6][CH:7]=1. The yield is 0.830. (2) The reactants are Br[C:2]1[C:3]([CH3:16])=[C:4]([O:13][CH2:14][CH3:15])[C:5]2[O:9][CH:8]([CH3:10])[CH2:7][C:6]=2[C:11]=1[CH3:12].[CH3:17][C:18]1[CH:23]=[CH:22][C:21]([N:24]2[CH2:29][CH2:28][NH:27][CH2:26][CH2:25]2)=[CH:20][CH:19]=1. No catalyst specified. The product is [CH2:14]([O:13][C:4]1[C:5]2[O:9][CH:8]([CH3:10])[CH2:7][C:6]=2[C:11]([CH3:12])=[C:2]([N:27]2[CH2:28][CH2:29][N:24]([C:21]3[CH:22]=[CH:23][C:18]([CH3:17])=[CH:19][CH:20]=3)[CH2:25][CH2:26]2)[C:3]=1[CH3:16])[CH3:15]. The yield is 0.430. (3) The reactants are [Cl:1][C:2]1[C:3]2[C@H:10]([CH3:11])[CH2:9][CH2:8][C:4]=2[N:5]=[CH:6][N:7]=1.C1C=C(Cl)C=C(C(OO)=[O:20])C=1.[O-]S([O-])=O.[Na+].[Na+].C([O-])([O-])=O.[Na+].[Na+]. The catalyst is C(Cl)(Cl)Cl.O. The product is [Cl:1][C:2]1[N:7]=[CH:6][N+:5]([O-:20])=[C:4]2[CH2:8][CH2:9][C@@H:10]([CH3:11])[C:3]=12. The yield is 1.00. (4) The reactants are [OH:1][C:2]1[CH:3]=[C:4]([CH:10]=[CH:11][C:12]=1[OH:13])[C:5]([O:7][CH2:8][CH3:9])=[O:6].C([O-])([O-])=O.[K+].[K+].[CH2:20](Br)[C:21]1[CH:26]=[CH:25][CH:24]=[CH:23][CH:22]=1. The catalyst is CC(C)=O. The product is [CH2:8]([O:7][C:5](=[O:6])[C:4]1[CH:10]=[CH:11][C:12]([O:13][CH2:20][C:21]2[CH:26]=[CH:25][CH:24]=[CH:23][CH:22]=2)=[C:2]([O:1][CH2:5][C:4]2[CH:10]=[CH:11][CH:12]=[CH:2][CH:3]=2)[CH:3]=1)[CH3:9]. The yield is 0.890.